From a dataset of NCI-60 drug combinations with 297,098 pairs across 59 cell lines. Regression. Given two drug SMILES strings and cell line genomic features, predict the synergy score measuring deviation from expected non-interaction effect. (1) Drug 1: C1CN(CCN1C(=O)CCBr)C(=O)CCBr. Drug 2: CCC1(C2=C(COC1=O)C(=O)N3CC4=CC5=C(C=CC(=C5CN(C)C)O)N=C4C3=C2)O.Cl. Cell line: NCI-H522. Synergy scores: CSS=44.9, Synergy_ZIP=-7.51, Synergy_Bliss=-4.98, Synergy_Loewe=0.430, Synergy_HSA=2.12. (2) Drug 1: CN(CC1=CN=C2C(=N1)C(=NC(=N2)N)N)C3=CC=C(C=C3)C(=O)NC(CCC(=O)O)C(=O)O. Drug 2: C1=NC2=C(N=C(N=C2N1C3C(C(C(O3)CO)O)O)F)N. Cell line: HCC-2998. Synergy scores: CSS=51.7, Synergy_ZIP=-4.81, Synergy_Bliss=-1.87, Synergy_Loewe=-4.18, Synergy_HSA=2.81.